From a dataset of Forward reaction prediction with 1.9M reactions from USPTO patents (1976-2016). Predict the product of the given reaction. (1) Given the reactants [NH:1]1[C:5]2[CH:6]=[CH:7][CH:8]=[CH:9][C:4]=2[N:3]=[C:2]1[CH:10]([O:25][CH:26]1[CH2:31][CH2:30][N:29]([CH3:32])[CH2:28][CH2:27]1)[C:11]1[CH:12]=[C:13]([C:18]#[C:19][CH2:20][CH2:21][CH2:22][CH2:23][NH2:24])[CH:14]=[CH:15][C:16]=1[F:17].C([O-])(=O)C([O-])=O.[CH3:39][CH:40]1[CH2:44][CH2:43][C:42](=O)[C:41]1=[O:46], predict the reaction product. The product is: [NH:1]1[C:5]2[CH:6]=[CH:7][CH:8]=[CH:9][C:4]=2[N:3]=[C:2]1[CH:10]([O:25][CH:26]1[CH2:27][CH2:28][N:29]([CH3:32])[CH2:30][CH2:31]1)[C:11]1[CH:12]=[C:13]([C:18]#[C:19][CH2:20][CH2:21][CH2:22][CH2:23][N:24]=[C:42]2[C:41]([OH:46])=[C:40]([CH3:39])[CH2:44][CH2:43]2)[CH:14]=[CH:15][C:16]=1[F:17]. (2) Given the reactants [CH2:1]([NH:3][C:4]([NH:6][C:7]1[N:12]=[CH:11][C:10]([C:13]2[CH:14]=[N:15][CH:16]=[C:17]([C:19]([NH:21][NH:22][C:23](=O)[C@@H:24]([O:26][Si](CC)(CC)CC)[CH3:25])=[O:20])[CH:18]=2)=[C:9]([C:35]2[S:36][CH:37]=[C:38]([C:40]([F:43])([F:42])[F:41])[N:39]=2)[CH:8]=1)=[O:5])[CH3:2].C(Cl)(Cl)(Cl)Cl.C(N(C(C)C)CC)(C)C.C1(P(C2C=CC=CC=2)C2C=CC=CC=2)C=CC=CC=1.Cl, predict the reaction product. The product is: [CH2:1]([NH:3][C:4]([NH:6][C:7]1[N:12]=[CH:11][C:10]([C:13]2[CH:14]=[N:15][CH:16]=[C:17]([C:19]3[O:20][C:23]([C@@H:24]([OH:26])[CH3:25])=[N:22][N:21]=3)[CH:18]=2)=[C:9]([C:35]2[S:36][CH:37]=[C:38]([C:40]([F:42])([F:43])[F:41])[N:39]=2)[CH:8]=1)=[O:5])[CH3:2].